Task: Binary Classification. Given a miRNA mature sequence and a target amino acid sequence, predict their likelihood of interaction.. Dataset: Experimentally validated miRNA-target interactions with 360,000+ pairs, plus equal number of negative samples The miRNA is mmu-miR-3095-3p with sequence UGGACACUGGAGAGAGAGCUUUU. The protein sequence of the target gene is MNPQCARCGKVVYPTEKVNCLDKYWHKGCFHCEVCKMALNMNNYKGYEKKPYCNAHYPKQSFTTVADTPENLRLKQQSELQSQVKYKRDFEESKGRGFSIVTDTPELQRLKRTQEQISNVKYHEDFEKTKGRGFTPVVDDPVTERVRKSTQVVSDAAYKGVQPHVVEMDRRPGIIVAPVLPGAYQQSHSQGYGYMHQTSVSSMRSMQPPAHLRTYRAMYDYSAQDEDEVSFRDGDYIVNVQPIDDGWMYGTVQRTGRTGMLPANYIEFVN. Result: 1 (interaction).